Dataset: Full USPTO retrosynthesis dataset with 1.9M reactions from patents (1976-2016). Task: Predict the reactants needed to synthesize the given product. (1) Given the product [CH3:18][O:19][C:20]1[CH:21]=[C:22]([CH2:37][C:38]([N:1]2[CH2:5][CH2:4][CH2:3][CH:2]2[CH2:6][NH:7][C:8]2[CH:17]=[CH:16][C:11]([C:12]([O:14][CH3:15])=[O:13])=[CH:10][CH:9]=2)=[O:39])[CH:23]=[CH:24][C:25]=1[NH:26][C:27]([NH:29][C:30]1[CH:35]=[CH:34][CH:33]=[CH:32][C:31]=1[CH3:36])=[O:28], predict the reactants needed to synthesize it. The reactants are: [NH:1]1[CH2:5][CH2:4][CH2:3][CH:2]1[CH2:6][NH:7][C:8]1[CH:17]=[CH:16][C:11]([C:12]([O:14][CH3:15])=[O:13])=[CH:10][CH:9]=1.[CH3:18][O:19][C:20]1[CH:21]=[C:22]([CH2:37][C:38](O)=[O:39])[CH:23]=[CH:24][C:25]=1[NH:26][C:27]([NH:29][C:30]1[CH:35]=[CH:34][CH:33]=[CH:32][C:31]=1[CH3:36])=[O:28].C(Cl)CCl.C1C=CC2N(O)N=NC=2C=1. (2) Given the product [F:16][C:17]([F:28])([F:27])[C:18]1[CH:23]=[CH:22][C:21]([C:2]2[C:11]3[CH2:10][CH2:9][CH2:8][C@@H:7]([NH:12][C:13](=[O:15])[CH3:14])[C:6]=3[CH:5]=[N:4][CH:3]=2)=[CH:20][CH:19]=1, predict the reactants needed to synthesize it. The reactants are: Br[C:2]1[C:11]2[CH2:10][CH2:9][CH2:8][C@@H:7]([NH:12][C:13](=[O:15])[CH3:14])[C:6]=2[CH:5]=[N:4][CH:3]=1.[F:16][C:17]([F:28])([F:27])[C:18]1[CH:23]=[CH:22][C:21](B(O)O)=[CH:20][CH:19]=1.